From a dataset of Forward reaction prediction with 1.9M reactions from USPTO patents (1976-2016). Predict the product of the given reaction. Given the reactants Cl[C:2]1[CH:15]=[CH:14][C:5]([C:6]([C:8]2[CH:13]=[CH:12][CH:11]=[CH:10][CH:9]=2)=[O:7])=[CH:4][C:3]=1[N+:16]([O-:18])=[O:17].[C:19]([NH:26][CH:27]1[CH2:32][CH2:31][NH:30][CH2:29][CH2:28]1)([O:21][C:22]([CH3:25])([CH3:24])[CH3:23])=[O:20], predict the reaction product. The product is: [C:6]([C:5]1[CH:14]=[CH:15][C:2]([N:30]2[CH2:29][CH2:28][CH:27]([NH:26][C:19](=[O:20])[O:21][C:22]([CH3:24])([CH3:23])[CH3:25])[CH2:32][CH2:31]2)=[C:3]([N+:16]([O-:18])=[O:17])[CH:4]=1)(=[O:7])[C:8]1[CH:13]=[CH:12][CH:11]=[CH:10][CH:9]=1.